Task: Regression. Given a peptide amino acid sequence and an MHC pseudo amino acid sequence, predict their binding affinity value. This is MHC class II binding data.. Dataset: Peptide-MHC class II binding affinity with 134,281 pairs from IEDB (1) The peptide sequence is KESWGAIWRIDTPEV. The MHC is DRB1_1101 with pseudo-sequence DRB1_1101. The binding affinity (normalized) is 0.256. (2) The peptide sequence is GAATVAAGAATTAAG. The MHC is DRB3_0202 with pseudo-sequence DRB3_0202. The binding affinity (normalized) is 0.0500. (3) The peptide sequence is FPTIPLSRLFDNAML. The MHC is DRB1_0901 with pseudo-sequence DRB1_0901. The binding affinity (normalized) is 0.150. (4) The peptide sequence is PANDKFTVFEAAFNNAIKAS. The MHC is HLA-DQA10501-DQB10201 with pseudo-sequence HLA-DQA10501-DQB10201. The binding affinity (normalized) is 0.430. (5) The peptide sequence is HAYYLQYKNVRPDYL. The MHC is DRB3_0202 with pseudo-sequence DRB3_0202. The binding affinity (normalized) is 0.248. (6) The peptide sequence is DRVLDILEAVKLIRK. The MHC is DRB1_0101 with pseudo-sequence DRB1_0101. The binding affinity (normalized) is 1.00. (7) The peptide sequence is LSPILFECLIHPMLG. The MHC is DRB1_0401 with pseudo-sequence DRB1_0401. The binding affinity (normalized) is 0.497. (8) The peptide sequence is AAASWDALAAELASA. The MHC is HLA-DPA10103-DPB10301 with pseudo-sequence HLA-DPA10103-DPB10301. The binding affinity (normalized) is 0.358.